This data is from Catalyst prediction with 721,799 reactions and 888 catalyst types from USPTO. The task is: Predict which catalyst facilitates the given reaction. (1) Reactant: [CH3:1][C:2]1([CH3:10])[O:9][C:7](=[O:8])[CH2:6][C:4](=[O:5])[O:3]1.[Br:11][C:12]1[CH:13]=[N+:14]([O-])[CH:15]=[CH:16][CH:17]=1. Product: [Br:11][C:12]1[CH:17]=[CH:16][C:15](=[C:6]2[C:7](=[O:8])[O:9][C:2]([CH3:10])([CH3:1])[O:3][C:4]2=[O:5])[NH:14][CH:13]=1. The catalyst class is: 152. (2) Reactant: [Cl:1][C:2]1[CH:7]=[CH:6][C:5]([C:8]2[C:13]([CH3:14])=[N:12][NH:11][C:10](=[O:15])[C:9]=2[C:16]2[C:21]([F:22])=[CH:20][C:19](F)=[CH:18][C:17]=2[F:24])=[CH:4][CH:3]=1.[CH3:25][O-:26].[Na+].CO. Product: [Cl:1][C:2]1[CH:7]=[CH:6][C:5]([C:8]2[C:13]([CH3:14])=[N:12][NH:11][C:10](=[O:15])[C:9]=2[C:16]2[C:21]([F:22])=[CH:20][C:19]([O:26][CH3:25])=[CH:18][C:17]=2[F:24])=[CH:4][CH:3]=1. The catalyst class is: 6. (3) Reactant: [Cl:1][C:2]1[CH:7]=[C:6]([Cl:8])[CH:5]=[CH:4][C:3]=1[C:9]1[N:10]=[C:11]([C@@H:14]([NH:23][C:24]([C@H:26]2[CH2:31][CH2:30][C@H:29]([CH2:32][CH3:33])[CH2:28][CH2:27]2)=[O:25])[CH2:15][C:16]2[CH:21]=[CH:20][C:19]([OH:22])=[CH:18][CH:17]=2)[NH:12][CH:13]=1.Br[CH2:35]/[CH:36]=[CH:37]/[CH2:38][CH3:39]. Product: [Cl:1][C:2]1[CH:7]=[C:6]([Cl:8])[CH:5]=[CH:4][C:3]=1[C:9]1[N:10]=[C:11]([C@@H:14]([NH:23][C:24]([C@H:26]2[CH2:27][CH2:28][C@H:29]([CH2:32][CH3:33])[CH2:30][CH2:31]2)=[O:25])[CH2:15][C:16]2[CH:21]=[CH:20][C:19]([OH:22])=[CH:18][CH:17]=2)[N:12]([CH2:35][CH:36]=[CH:37][CH2:38][CH3:39])[CH:13]=1. The catalyst class is: 28. (4) Reactant: [CH3:1][N:2]1[CH:10]=[C:9]2[C:4]([CH:5]=[CH:6][CH:7]=[C:8]2[C@@H:11]2[CH2:13][C@H:12]2[CH2:14][NH2:15])=[N:3]1.C(N(CC)CC)C.[C:23](O[C:23]([O:25][C:26]([CH3:29])([CH3:28])[CH3:27])=[O:24])([O:25][C:26]([CH3:29])([CH3:28])[CH3:27])=[O:24]. Product: [C:26]([O:25][C:23](=[O:24])[NH:15][CH2:14][C@@H:12]1[CH2:13][C@H:11]1[C:8]1[C:9]2[C:4]([CH:5]=[CH:6][CH:7]=1)=[N:3][N:2]([CH3:1])[CH:10]=2)([CH3:29])([CH3:28])[CH3:27]. The catalyst class is: 7. (5) Reactant: [CH:1]1([S:4]([C:7]2[CH:12]=[CH:11][C:10]([CH:13]([C:21]3[NH:25][C:24]([C:26]4[N:31]=[CH:30][C:29]([OH:32])=[CH:28][CH:27]=4)=[CH:23][CH:22]=3)[CH2:14][CH:15]3[CH2:20][CH2:19][O:18][CH2:17][CH2:16]3)=[CH:9][CH:8]=2)(=[O:6])=[O:5])[CH2:3][CH2:2]1.[CH:33]1([CH2:36]O)[CH2:35][CH2:34]1.C(P(CCCC)CCCC)CCC.N(C(N1CCCCC1)=O)=NC(N1CCCCC1)=O. Product: [CH:33]1([CH2:36][O:32][C:29]2[CH:28]=[CH:27][C:26]([C:24]3[NH:25][C:21]([CH:13]([C:10]4[CH:11]=[CH:12][C:7]([S:4]([CH:1]5[CH2:3][CH2:2]5)(=[O:6])=[O:5])=[CH:8][CH:9]=4)[CH2:14][CH:15]4[CH2:20][CH2:19][O:18][CH2:17][CH2:16]4)=[CH:22][CH:23]=3)=[N:31][CH:30]=2)[CH2:35][CH2:34]1. The catalyst class is: 7. (6) Reactant: [Cl:1][C:2]1[CH:7]=[CH:6][C:5]([C:8](=[O:10])[CH3:9])=[C:4]([O:11][CH3:12])[CH:3]=1.[C:13](OC)(=[O:18])[C:14]([O:16][CH3:17])=[O:15].[H-].[Na+].Cl. Product: [Cl:1][C:2]1[CH:7]=[CH:6][C:5]([C:8](=[O:10])[CH2:9][C:13](=[O:18])[C:14]([O:16][CH3:17])=[O:15])=[C:4]([O:11][CH3:12])[CH:3]=1. The catalyst class is: 9. (7) Reactant: ClC(Cl)(O[C:5](=[O:11])OC(Cl)(Cl)Cl)Cl.[C:13]1([S:19]([C:22]2[CH:28]=[CH:27][C:25]([NH2:26])=[CH:24][CH:23]=2)(=[O:21])=[O:20])[CH:18]=[CH:17][CH:16]=[CH:15][CH:14]=1.[N:29]1[CH:34]=[CH:33][CH:32]=[C:31]([CH2:35][NH2:36])[CH:30]=1. Product: [C:13]1([S:19]([C:22]2[CH:28]=[CH:27][C:25]([NH:26][C:5]([NH:36][CH2:35][C:31]3[CH:30]=[N:29][CH:34]=[CH:33][CH:32]=3)=[O:11])=[CH:24][CH:23]=2)(=[O:20])=[O:21])[CH:18]=[CH:17][CH:16]=[CH:15][CH:14]=1. The catalyst class is: 2. (8) Reactant: CS(O[C@@H:6]([C:8]#[CH:9])[CH3:7])(=O)=O.[C:10]([O:14][C:15](=[O:21])[NH:16][CH2:17][CH2:18][CH2:19][NH2:20])([CH3:13])([CH3:12])[CH3:11].C(=O)([O-])[O-].[K+].[K+]. Product: [CH3:7][C@H:6]([NH:20][CH2:19][CH2:18][CH2:17][NH:16][C:15](=[O:21])[O:14][C:10]([CH3:12])([CH3:11])[CH3:13])[C:8]#[CH:9]. The catalyst class is: 10. (9) Reactant: Cl.Cl.Cl[C:4]1[CH:9]=[CH:8][NH:7][C:6](=[O:10])[C:5]=1[C:11]1[NH:12][C:13]2[C:21]([N:22]=1)=[CH:20][C:19]1[C:18](=[O:23])[N:17]([CH2:24][CH2:25][CH2:26][N:27]3[CH2:31][CH2:30][CH2:29][CH2:28]3)[CH2:16][C:15]=1[CH:14]=2.Cl.[CH3:33][C@H:34]([NH2:41])[CH2:35][C:36]1[S:37][CH:38]=[CH:39][CH:40]=1.CCN(CC)CC. Product: [CH3:33][C@H:34]([NH:41][C:4]1[CH:9]=[CH:8][NH:7][C:6](=[O:10])[C:5]=1[C:11]1[NH:12][C:13]2[C:21]([N:22]=1)=[CH:20][C:19]1[C:18](=[O:23])[N:17]([CH2:24][CH2:25][CH2:26][N:27]3[CH2:31][CH2:30][CH2:29][CH2:28]3)[CH2:16][C:15]=1[CH:14]=2)[CH2:35][C:36]1[S:37][CH:38]=[CH:39][CH:40]=1. The catalyst class is: 14.